This data is from Full USPTO retrosynthesis dataset with 1.9M reactions from patents (1976-2016). The task is: Predict the reactants needed to synthesize the given product. (1) Given the product [CH:28]1([CH2:34][CH:35]([C:39]2[CH:44]=[CH:43][C:42]([S:45]([CH3:48])(=[O:47])=[O:46])=[CH:41][CH:40]=2)[C:36]([NH:49][C:50]2[S:51][CH:52]=[CH:53][N:54]=2)=[O:38])[CH2:29][CH2:30][CH2:31][CH2:32][CH2:33]1, predict the reactants needed to synthesize it. The reactants are: C1(P(C2C=CC=CC=2)C2C=CC=CC=2)C=CC=CC=1.BrN1C(=O)CCC1=O.[CH:28]1([CH2:34][CH:35]([C:39]2[CH:44]=[CH:43][C:42]([S:45]([CH3:48])(=[O:47])=[O:46])=[CH:41][CH:40]=2)[C:36]([OH:38])=O)[CH2:33][CH2:32][CH2:31][CH2:30][CH2:29]1.[NH2:49][C:50]1[S:51][CH:52]=[CH:53][N:54]=1. (2) Given the product [N:11]1([C:14]2[N:19]=[C:18]([C:20]3[CH:29]=[CH:28][C:27]4[C:26]([CH3:31])([CH3:30])[CH2:25][CH2:24][C:23]([CH3:33])([CH3:32])[C:22]=4[CH:21]=3)[N:17]=[CH:16][N:15]=2)[CH2:12][CH2:13][NH:8][CH2:9][CH2:10]1, predict the reactants needed to synthesize it. The reactants are: C(OC([N:8]1[CH2:13][CH2:12][N:11]([C:14]2[N:19]=[C:18]([C:20]3[CH:29]=[CH:28][C:27]4[C:26]([CH3:31])([CH3:30])[CH2:25][CH2:24][C:23]([CH3:33])([CH3:32])[C:22]=4[CH:21]=3)[N:17]=[CH:16][N:15]=2)[CH2:10][CH2:9]1)=O)(C)(C)C.Cl.